Dataset: Peptide-MHC class II binding affinity with 134,281 pairs from IEDB. Task: Regression. Given a peptide amino acid sequence and an MHC pseudo amino acid sequence, predict their binding affinity value. This is MHC class II binding data. (1) The peptide sequence is GCGSCFEIKCTKPEA. The MHC is HLA-DQA10501-DQB10301 with pseudo-sequence HLA-DQA10501-DQB10301. The binding affinity (normalized) is 0.260. (2) The peptide sequence is EKKYFAQTQFEPLAA. The MHC is HLA-DPA10201-DPB10101 with pseudo-sequence HLA-DPA10201-DPB10101. The binding affinity (normalized) is 1.00.